This data is from Peptide-MHC class II binding affinity with 134,281 pairs from IEDB. The task is: Regression. Given a peptide amino acid sequence and an MHC pseudo amino acid sequence, predict their binding affinity value. This is MHC class II binding data. (1) The peptide sequence is STNDDEVLIEVNPPF. The MHC is DRB1_1101 with pseudo-sequence DRB1_1101. The binding affinity (normalized) is 0. (2) The peptide sequence is GQFRVIGPRHPIRAL. The MHC is DRB1_0405 with pseudo-sequence DRB1_0405. The binding affinity (normalized) is 0.623.